From a dataset of Catalyst prediction with 721,799 reactions and 888 catalyst types from USPTO. Predict which catalyst facilitates the given reaction. (1) Reactant: Br[C:2]1[C:3]([Cl:18])=[C:4]([NH:10][C:11](=[O:17])[O:12][C:13]([CH3:16])([CH3:15])[CH3:14])[CH:5]=[C:6]([C:8]#[N:9])[CH:7]=1.[Si:19]([O:26][CH:27]1[CH2:32][CH2:31][NH:30][CH2:29][CH2:28]1)([C:22]([CH3:25])([CH3:24])[CH3:23])([CH3:21])[CH3:20].C(=O)([O-])[O-].[Cs+].[Cs+].C1C=CC(P(C2C(C3C(P(C4C=CC=CC=4)C4C=CC=CC=4)=CC=C4C=3C=CC=C4)=C3C(C=CC=C3)=CC=2)C2C=CC=CC=2)=CC=1. Product: [Si:19]([O:26][CH:27]1[CH2:28][CH2:29][N:30]([C:2]2[C:3]([Cl:18])=[C:4]([NH:10][C:11](=[O:17])[O:12][C:13]([CH3:16])([CH3:15])[CH3:14])[CH:5]=[C:6]([C:8]#[N:9])[CH:7]=2)[CH2:31][CH2:32]1)([C:22]([CH3:25])([CH3:24])[CH3:23])([CH3:21])[CH3:20]. The catalyst class is: 101. (2) Reactant: [C:1]([O:5][C:6](=[O:36])[NH:7][CH2:8][CH2:9][CH2:10][N:11]1[C:20]2[CH:19]=[CH:18][C:17]([C:21]#[C:22][CH2:23][OH:24])=[CH:16][C:15]=2[C:14]2=[N:25][N:26]([CH:29]3[CH2:34][CH2:33][CH2:32][CH2:31][O:30]3)[C:27]([CH3:28])=[C:13]2[C:12]1=[O:35])([CH3:4])([CH3:3])[CH3:2].C(Cl)Cl.[H][H]. Product: [C:1]([O:5][C:6](=[O:36])[NH:7][CH2:8][CH2:9][CH2:10][N:11]1[C:20]2[CH:19]=[CH:18][C:17]([CH2:21][CH2:22][CH2:23][OH:24])=[CH:16][C:15]=2[C:14]2=[N:25][N:26]([CH:29]3[CH2:34][CH2:33][CH2:32][CH2:31][O:30]3)[C:27]([CH3:28])=[C:13]2[C:12]1=[O:35])([CH3:4])([CH3:2])[CH3:3].[C:1]([O:5][C:6](=[O:36])[NH:7][CH2:8][CH2:9][CH2:10][N:11]1[C:20]2[CH:19]=[CH:18][C:17]([CH2:21][CH2:22][CH3:23])=[CH:16][C:15]=2[C:14]2=[N:25][N:26]([CH:29]3[CH2:34][CH2:33][CH2:32][CH2:31][O:30]3)[C:27]([CH3:28])=[C:13]2[C:12]1=[O:35])([CH3:2])([CH3:3])[CH3:4]. The catalyst class is: 381. (3) Reactant: [Br:1][CH2:2][C:3]([CH:5]1[CH2:10][CH2:9][O:8][CH2:7][CH2:6]1)=[O:4].[N:11]1[CH:16]=[CH:15][CH:14]=[CH:13][C:12]=1[CH3:17]. Product: [Br-:1].[CH3:17][C:12]1[CH:13]=[CH:14][CH:15]=[CH:16][N+:11]=1[CH2:2][C:3](=[O:4])[CH:5]1[CH2:10][CH2:9][O:8][CH2:7][CH2:6]1. The catalyst class is: 5. (4) Reactant: [Br:1][C:2]1[CH:7]=[CH:6][C:5]([CH2:8][C:9](O)=[O:10])=[C:4]([F:12])[CH:3]=1.O=S(Cl)[Cl:15]. Product: [Br:1][C:2]1[CH:7]=[CH:6][C:5]([CH2:8][C:9]([Cl:15])=[O:10])=[C:4]([F:12])[CH:3]=1. The catalyst class is: 59. (5) Reactant: [CH:1]([C:4]1[CH:9]=[CH:8][C:7]([C:10]2[S:11][CH:12]=[C:13]([C:15]3[CH:16]=[C:17]([CH:22]=[CH:23][CH:24]=3)[C:18]([O:20]C)=[O:19])[N:14]=2)=[CH:6][CH:5]=1)([CH3:3])[CH3:2].[Li+].[OH-]. Product: [CH:1]([C:4]1[CH:5]=[CH:6][C:7]([C:10]2[S:11][CH:12]=[C:13]([C:15]3[CH:16]=[C:17]([CH:22]=[CH:23][CH:24]=3)[C:18]([OH:20])=[O:19])[N:14]=2)=[CH:8][CH:9]=1)([CH3:3])[CH3:2]. The catalyst class is: 24. (6) Reactant: [C:1]([O:5][C:6]([NH:8][CH2:9][CH2:10][O:11][C:12]1[CH:17]=[C:16]([C:18]#[N:19])[CH:15]=[CH:14][C:13]=1[CH2:20][CH2:21][C:22](OCC)=[O:23])=[O:7])([CH3:4])([CH3:3])[CH3:2].[BH4-].[Li+]. Product: [C:1]([O:5][C:6]([NH:8][CH2:9][CH2:10][O:11][C:12]1[CH:17]=[C:16]([CH:15]=[CH:14][C:13]=1[CH2:20][CH2:21][CH2:22][OH:23])[C:18]#[N:19])=[O:7])([CH3:4])([CH3:3])[CH3:2]. The catalyst class is: 7.